From a dataset of Forward reaction prediction with 1.9M reactions from USPTO patents (1976-2016). Predict the product of the given reaction. (1) Given the reactants [C:1]1([S:7]([C:10]2[CH:11]=[CH:12][C:13]3[O:18][CH2:17][CH2:16][N:15]([C:19](=[O:23])[CH2:20][CH2:21]Cl)[C:14]=3[CH:24]=2)(=[O:9])=[O:8])[CH:6]=[CH:5][CH:4]=[CH:3][CH:2]=1.[NH2:25][CH3:26], predict the reaction product. The product is: [C:1]1([S:7]([C:10]2[CH:11]=[CH:12][C:13]3[O:18][CH2:17][CH2:16][N:15]([C:19](=[O:23])[CH2:20][CH2:21][NH:25][CH3:26])[C:14]=3[CH:24]=2)(=[O:9])=[O:8])[CH:6]=[CH:5][CH:4]=[CH:3][CH:2]=1. (2) Given the reactants Cl[C:2]1[CH:7]=[CH:6][N:5]=[C:4]([C:8]#[N:9])[CH:3]=1.C(=O)([O-])[O-].[K+].[K+].[F:16][C:17]([F:32])([F:31])[C:18]1[CH:23]=[C:22]([C:24]([F:27])([F:26])[F:25])[CH:21]=[CH:20][C:19]=1B(O)O.[Cl-].[NH4+], predict the reaction product. The product is: [F:16][C:17]([F:31])([F:32])[C:18]1[CH:23]=[C:22]([C:24]([F:25])([F:26])[F:27])[CH:21]=[CH:20][C:19]=1[C:2]1[CH:7]=[CH:6][N:5]=[C:4]([C:8]#[N:9])[CH:3]=1. (3) Given the reactants [CH2:1]([S:3]([N:6]1[CH2:11][CH2:10][CH:9]([C:12]2[C:20]3[C:15](=[C:16]([C:28]([NH2:30])=[O:29])[CH:17]=[C:18]([C:21]4[CH:25]=[C:24]([CH:26]=O)[S:23][CH:22]=4)[CH:19]=3)[NH:14][CH:13]=2)[CH2:8][CH2:7]1)(=[O:5])=[O:4])[CH3:2].[CH3:31][C:32]1[C:36]([CH2:37][NH:38][CH3:39])=[C:35]([CH3:40])[NH:34][N:33]=1.C(O[BH-](OC(=O)C)OC(=O)C)(=O)C.[Na+], predict the reaction product. The product is: [CH3:31][C:32]1[C:36]([CH2:37][N:38]([CH2:26][C:24]2[S:23][CH:22]=[C:21]([C:18]3[CH:19]=[C:20]4[C:15](=[C:16]([C:28]([NH2:30])=[O:29])[CH:17]=3)[NH:14][CH:13]=[C:12]4[CH:9]3[CH2:8][CH2:7][N:6]([S:3]([CH2:1][CH3:2])(=[O:5])=[O:4])[CH2:11][CH2:10]3)[CH:25]=2)[CH3:39])=[C:35]([CH3:40])[NH:34][N:33]=1. (4) Given the reactants [CH3:1][C:2]1[CH:10]=[CH:9][C:8]2[N:7]([CH2:11][CH:12]([C:14]3[CH:19]=[CH:18][N:17]=[CH:16][CH:15]=3)[OH:13])[C:6]3[CH2:20][CH2:21][NH:22][CH2:23][C:5]=3[C:4]=2[CH:3]=1.C(=O)([O-])[O-].[K+].[K+].Br[CH2:31][CH:32]([OH:34])[CH3:33], predict the reaction product. The product is: [OH:13][CH:12]([C:14]1[CH:19]=[CH:18][N:17]=[CH:16][CH:15]=1)[CH2:11][N:7]1[C:8]2[CH:9]=[CH:10][C:2]([CH3:1])=[CH:3][C:4]=2[C:5]2[CH2:23][N:22]([CH2:31][CH:32]([OH:34])[CH3:33])[CH2:21][CH2:20][C:6]1=2.